Task: Regression/Classification. Given a drug SMILES string, predict its absorption, distribution, metabolism, or excretion properties. Task type varies by dataset: regression for continuous measurements (e.g., permeability, clearance, half-life) or binary classification for categorical outcomes (e.g., BBB penetration, CYP inhibition). Dataset: cyp2c9_veith.. Dataset: CYP2C9 inhibition data for predicting drug metabolism from PubChem BioAssay The compound is C[C@@H](C[N+](C)(C)C)OC(N)=O. The result is 0 (non-inhibitor).